Dataset: Full USPTO retrosynthesis dataset with 1.9M reactions from patents (1976-2016). Task: Predict the reactants needed to synthesize the given product. (1) Given the product [CH3:21][N:22]([CH2:27][C:28]1[O:29][C:30]2[CH:37]=[CH:36][CH:35]=[CH:34][C:31]=2[C:32]=1[CH3:33])[C:23](=[O:26])/[CH:24]=[CH:25]/[C:2]1[CH:20]=[N:19][C:5]2[NH:6][CH2:7][CH2:8][CH2:9][N:10]([C:12]([O:14][C:15]([CH3:18])([CH3:17])[CH3:16])=[O:13])[CH2:11][C:4]=2[CH:3]=1, predict the reactants needed to synthesize it. The reactants are: Br[C:2]1[CH:20]=[N:19][C:5]2[NH:6][CH2:7][CH2:8][CH2:9][N:10]([C:12]([O:14][C:15]([CH3:18])([CH3:17])[CH3:16])=[O:13])[CH2:11][C:4]=2[CH:3]=1.[CH3:21][N:22]([CH2:27][C:28]1[O:29][C:30]2[CH:37]=[CH:36][CH:35]=[CH:34][C:31]=2[C:32]=1[CH3:33])[C:23](=[O:26])[CH:24]=[CH2:25].C(N(C(C)C)C(C)C)C.CC1C=CC=CC=1P(C1C=CC=CC=1C)C1C=CC=CC=1C. (2) Given the product [Br:9][C:10]1[C:11]([F:17])=[CH:12][CH:13]=[C:14]([F:16])[C:15]=1[CH:21]=[O:22], predict the reactants needed to synthesize it. The reactants are: [Li+].CC([N-]C(C)C)C.[Br:9][C:10]1[CH:15]=[C:14]([F:16])[CH:13]=[CH:12][C:11]=1[F:17].CN([CH:21]=[O:22])C.OS(O)(=O)=O. (3) The reactants are: C([O:8][C:9]1[CH:14]=[CH:13][C:12]([C:15]2([C:22]3[CH:27]=[CH:26][CH:25]=[CH:24][C:23]=3[F:28])[CH2:20][CH2:19][CH2:18][CH2:17][C:16]2=[O:21])=[CH:11][CH:10]=1)C1C=CC=CC=1.FC1C=CC=CC=1C1(C2C=CC(O)=CC=2)CCCCCC1=O. Given the product [F:28][C:23]1[CH:24]=[CH:25][CH:26]=[CH:27][C:22]=1[C:15]1([C:12]2[CH:11]=[CH:10][C:9]([OH:8])=[CH:14][CH:13]=2)[CH2:20][CH2:19][CH2:18][CH2:17][C:16]1=[O:21], predict the reactants needed to synthesize it. (4) Given the product [CH3:1][C:2]1[CH:10]=[CH:9][C:5]([C:6]([NH:33][C:29]2[CH:30]=[CH:31][CH:32]=[C:27]([C:26]([F:25])([F:34])[F:35])[CH:28]=2)=[O:7])=[CH:4][C:3]=1[NH:11][C:12]1[N:13]([C:17]2[CH:22]=[C:21]([NH:23][CH3:24])[N:20]=[CH:19][N:18]=2)[N:14]=[CH:15][N:16]=1, predict the reactants needed to synthesize it. The reactants are: [CH3:1][C:2]1[CH:10]=[CH:9][C:5]([C:6](O)=[O:7])=[CH:4][C:3]=1[NH:11][C:12]1[N:13]([C:17]2[CH:22]=[C:21]([NH:23][CH3:24])[N:20]=[CH:19][N:18]=2)[N:14]=[CH:15][N:16]=1.[F:25][C:26]([F:35])([F:34])[C:27]1[CH:28]=[C:29]([NH2:33])[CH:30]=[CH:31][CH:32]=1.CN(C(ON1N=NC2C=CC=NC1=2)=[N+](C)C)C.F[P-](F)(F)(F)(F)F.C(N(C(C)C)CC)(C)C. (5) The reactants are: [Cl:1][C:2]1[CH:15]=[CH:14][C:5]([CH2:6][N:7]2[CH2:12][CH2:11][CH:10]([NH2:13])[CH2:9][CH2:8]2)=[CH:4][CH:3]=1.[Cl:16][C:17]1[N:18]=[N:19][C:20](Cl)=[CH:21][CH:22]=1.C(=O)([O-])[O-].[Na+].[Na+]. Given the product [Cl:1][C:2]1[CH:3]=[CH:4][C:5]([CH2:6][N:7]2[CH2:8][CH2:9][CH:10]([NH:13][C:20]3[N:19]=[N:18][C:17]([Cl:16])=[CH:22][CH:21]=3)[CH2:11][CH2:12]2)=[CH:14][CH:15]=1, predict the reactants needed to synthesize it. (6) Given the product [NH:33]1[C:34]2[CH:40]=[CH:39][CH:38]=[CH:37][C:35]=2[N:36]=[C:32]1[C:9]1[CH:29]=[CH:28][C:12]([C:13]([N:15]2[CH2:16][CH2:17][N:18]([C:21]([O:23][C:24]([CH3:25])([CH3:27])[CH3:26])=[O:22])[CH2:19][CH2:20]2)=[O:14])=[CH:11][CH:10]=1, predict the reactants needed to synthesize it. The reactants are: CC1(C)C(C)(C)OB([C:9]2[CH:29]=[CH:28][C:12]([C:13]([N:15]3[CH2:20][CH2:19][N:18]([C:21]([O:23][C:24]([CH3:27])([CH3:26])[CH3:25])=[O:22])[CH2:17][CH2:16]3)=[O:14])=[CH:11][CH:10]=2)O1.Br[C:32]1[NH:36][C:35]2[CH:37]=[CH:38][CH:39]=[CH:40][C:34]=2[N:33]=1.C(=O)([O-])[O-].[Na+].[Na+]. (7) Given the product [OH:8][N:9]1[C@H:13]([CH:14]([CH3:16])[CH3:15])[CH2:12][C@@H:11]([N:17]([CH2:37][CH2:38][CH3:39])[S:18]([C:21]2[CH:22]=[CH:23][C:24]([C:27]3[CH:32]=[CH:31][C:30]([C:33]([F:36])([F:34])[F:35])=[CH:29][CH:28]=3)=[CH:25][CH:26]=2)(=[O:20])=[O:19])[C:10]1=[O:40], predict the reactants needed to synthesize it. The reactants are: C([O:8][N:9]1[C@H:13]([CH:14]([CH3:16])[CH3:15])[CH2:12][C@@H:11]([N:17]([CH2:37][CH2:38][CH3:39])[S:18]([C:21]2[CH:26]=[CH:25][C:24]([C:27]3[CH:32]=[CH:31][C:30]([C:33]([F:36])([F:35])[F:34])=[CH:29][CH:28]=3)=[CH:23][CH:22]=2)(=[O:20])=[O:19])[C:10]1=[O:40])C1C=CC=CC=1.